The task is: Regression. Given a peptide amino acid sequence and an MHC pseudo amino acid sequence, predict their binding affinity value. This is MHC class II binding data.. This data is from Peptide-MHC class II binding affinity with 134,281 pairs from IEDB. (1) The peptide sequence is PAAPANPGLIIG. The MHC is HLA-DQA10301-DQB10302 with pseudo-sequence HLA-DQA10301-DQB10302. The binding affinity (normalized) is 0.158. (2) The peptide sequence is QLIMKDGREIVVPCR. The MHC is DRB1_0301 with pseudo-sequence DRB1_0301. The binding affinity (normalized) is 0.598. (3) The peptide sequence is WTFDSEEPLQGPFNF. The MHC is DRB1_0301 with pseudo-sequence DRB1_0301. The binding affinity (normalized) is 0.384. (4) The peptide sequence is EPDYEVDEDIFRKKR. The MHC is DRB1_0301 with pseudo-sequence DRB1_0301. The binding affinity (normalized) is 0.604. (5) The peptide sequence is KKGAGGITIKKTGQA. The MHC is HLA-DQA10501-DQB10201 with pseudo-sequence HLA-DQA10501-DQB10201. The binding affinity (normalized) is 0.0190. (6) The peptide sequence is LIEKINAGFKAAVAA. The MHC is DRB1_1201 with pseudo-sequence DRB1_1201. The binding affinity (normalized) is 0.229. (7) The binding affinity (normalized) is 0.585. The MHC is DRB1_0701 with pseudo-sequence DRB1_0701. The peptide sequence is HPGFTLMAAILAYTI.